This data is from Forward reaction prediction with 1.9M reactions from USPTO patents (1976-2016). The task is: Predict the product of the given reaction. (1) Given the reactants [NH2:1][C@@H:2]([CH3:18])[CH2:3][N:4]1[CH:8]=[CH:7][C:6]([C:9]2[CH:16]=[CH:15][C:12]([C:13]#[N:14])=[C:11]([Cl:17])[CH:10]=2)=[N:5]1.[CH3:19][N:20]1[CH:24]=[C:23]([C:25](O)=[O:26])[N:22]=[CH:21]1, predict the reaction product. The product is: [Cl:17][C:11]1[CH:10]=[C:9]([C:6]2[CH:7]=[CH:8][N:4]([CH2:3][C@@H:2]([NH:1][C:25]([C:23]3[N:22]=[CH:21][N:20]([CH3:19])[CH:24]=3)=[O:26])[CH3:18])[N:5]=2)[CH:16]=[CH:15][C:12]=1[C:13]#[N:14]. (2) Given the reactants [Cl:1][C:2]1[CH:7]=[CH:6][C:5]([C:8]([CH:16]2[CH2:18][CH2:17]2)(O)[CH2:9][C:10]([O:12][CH2:13][CH3:14])=[O:11])=[CH:4][CH:3]=1.[Cl-].[In+3].[Cl-].[Cl-].[CH3:23][S:24][CH2:25][C:26]1[CH:27]=[CH:28][CH:29]=[C:30]2[C:34]=1[NH:33][CH:32]=[CH:31]2, predict the reaction product. The product is: [Cl:1][C:2]1[CH:7]=[CH:6][C:5]([C:8]([CH:16]2[CH2:18][CH2:17]2)([C:31]2[C:30]3[C:34](=[C:26]([CH2:25][S:24][CH3:23])[CH:27]=[CH:28][CH:29]=3)[NH:33][CH:32]=2)[CH2:9][C:10]([O:12][CH2:13][CH3:14])=[O:11])=[CH:4][CH:3]=1. (3) Given the reactants Br[C:2]1[CH:3]=[C:4]([C:8]2([C:18]3[CH:23]=[C:22]([CH3:24])[C:21]([O:25][CH:26]([F:28])[F:27])=[C:20]([CH3:29])[CH:19]=3)[C:16]3[C:11](=[N:12][CH:13]=[CH:14][CH:15]=3)[C:10]([NH2:17])=[N:9]2)[CH:5]=[CH:6][CH:7]=1.C([Sn](CCCC)(CCCC)[C:35]1[CH:40]=[N:39][CH:38]=[CH:37][N:36]=1)CCC.CN(C=O)C, predict the reaction product. The product is: [F:28][CH:26]([F:27])[O:25][C:21]1[C:22]([CH3:24])=[CH:23][C:18]([C:8]2([C:4]3[CH:5]=[CH:6][CH:7]=[C:2]([C:35]4[CH:40]=[N:39][CH:38]=[CH:37][N:36]=4)[CH:3]=3)[C:16]3[C:11](=[N:12][CH:13]=[CH:14][CH:15]=3)[C:10]([NH2:17])=[N:9]2)=[CH:19][C:20]=1[CH3:29]. (4) Given the reactants [ClH:1].O1CCOCC1.C(OC([N:15]1[C:23]2[C:18](=[CH:19][C:20]([O:24][CH2:25][C:26]3[CH:31]=[CH:30][CH:29]=[CH:28][CH:27]=3)=[CH:21][CH:22]=2)[CH2:17][CH2:16]1)=O)(C)(C)C, predict the reaction product. The product is: [ClH:1].[CH2:25]([O:24][C:20]1[CH:19]=[C:18]2[C:23](=[CH:22][CH:21]=1)[NH:15][CH2:16][CH2:17]2)[C:26]1[CH:27]=[CH:28][CH:29]=[CH:30][CH:31]=1. (5) Given the reactants [N+:1]([C:4]1[CH:9]=[CH:8][C:7]([N:10]2[CH2:15][CH2:14][NH:13][CH2:12][CH2:11]2)=[CH:6][C:5]=1[NH:16][C:17]1[CH:22]=[CH:21][CH:20]=[CH:19][CH:18]=1)([O-:3])=[O:2].[CH3:23][C:24]1[CH:29]=[CH:28][C:27]([S:30](Cl)(=[O:32])=[O:31])=[CH:26][CH:25]=1.C(N(CC)CC)C, predict the reaction product. The product is: [N+:1]([C:4]1[CH:9]=[CH:8][C:7]([N:10]2[CH2:15][CH2:14][N:13]([S:30]([C:27]3[CH:28]=[CH:29][C:24]([CH3:23])=[CH:25][CH:26]=3)(=[O:32])=[O:31])[CH2:12][CH2:11]2)=[CH:6][C:5]=1[NH:16][C:17]1[CH:22]=[CH:21][CH:20]=[CH:19][CH:18]=1)([O-:3])=[O:2]. (6) Given the reactants [CH2:1]([NH:8][C:9]([CH3:12])([CH3:11])[CH3:10])[C:2]1[CH:7]=[CH:6][CH:5]=[CH:4][CH:3]=1.Br[CH2:14][C:15]#[N:16].[I-].[Na+], predict the reaction product. The product is: [CH2:1]([N:8]([CH2:14][C:15]#[N:16])[C:9]([CH3:12])([CH3:11])[CH3:10])[C:2]1[CH:7]=[CH:6][CH:5]=[CH:4][CH:3]=1. (7) Given the reactants [Cl:1][C:2]1[CH:7]=[CH:6][C:5]([C:8]2[CH:13]=[C:12]([O:14][CH3:15])[C:11]([N:16]3[C:25]4[C:20](=[CH:21][C:22]([S:26](OC5C(F)=C(F)C(F)=C(F)C=5F)(=[O:28])=[O:27])=[CH:23][CH:24]=4)[CH:19]=[C:18]([O:41][CH3:42])[C:17]3=[O:43])=[CH:10][C:9]=2[F:44])=[CH:4][C:3]=1[CH3:45].[O:46]1[CH:50]=[CH:49][C:48]([NH2:51])=[N:47]1.[Li+].C[Si]([N-][Si](C)(C)C)(C)C.Cl, predict the reaction product. The product is: [Cl:1][C:2]1[CH:7]=[CH:6][C:5]([C:8]2[CH:13]=[C:12]([O:14][CH3:15])[C:11]([N:16]3[C:25]4[C:20](=[CH:21][C:22]([S:26]([NH:51][C:48]5[CH:49]=[CH:50][O:46][N:47]=5)(=[O:27])=[O:28])=[CH:23][CH:24]=4)[CH:19]=[C:18]([O:41][CH3:42])[C:17]3=[O:43])=[CH:10][C:9]=2[F:44])=[CH:4][C:3]=1[CH3:45]. (8) Given the reactants C([O:4][C@H:5]1[C@H:10]([O:11]C(=O)C)[C@@H:9]([CH2:15][O:16][C:17]2[CH:18]=[CH:19][C:20]3[C:32](=[O:33])[C:31]4[C:30]5[C:25](=[CH:26][C:27]([Br:34])=[CH:28][CH:29]=5)[NH:24][C:23]=4[C:22]([CH3:36])([CH3:35])[C:21]=3[CH:37]=2)[O:8][C@H:7]([O:38][CH3:39])[C@@H:6]1[O:40]C(=O)C)(=O)C.N, predict the reaction product. The product is: [Br:34][C:27]1[CH:26]=[C:25]2[C:30]([C:31]3[C:32](=[O:33])[C:20]4[CH:19]=[CH:18][C:17]([O:16][CH2:15][C@@H:9]5[C@@H:10]([OH:11])[C@H:5]([OH:4])[C@@H:6]([OH:40])[C@@H:7]([O:38][CH3:39])[O:8]5)=[CH:37][C:21]=4[C:22]([CH3:36])([CH3:35])[C:23]=3[NH:24]2)=[CH:29][CH:28]=1. (9) Given the reactants [CH3:1][C:2]1[CH:6]=[C:5]([NH:7][C:8]([C:10]2[CH:14]=[CH:13][NH:12][N:11]=2)=[O:9])[O:4][N:3]=1.[O:15]1[CH:19]=[CH:18][CH:17]=[C:16]1[C:20](Cl)=[O:21], predict the reaction product. The product is: [CH3:1][C:2]1[CH:6]=[C:5]([NH:7][C:8]([C:10]2[CH:14]=[CH:13][N:12]([C:20]([C:16]3[O:15][CH:19]=[CH:18][CH:17]=3)=[O:21])[N:11]=2)=[O:9])[O:4][N:3]=1. (10) Given the reactants [NH4+:1].[Cl-].C[Al](C)C.[C:7]1([C:17]2([CH2:22][C:23]#[N:24])[CH2:21][CH2:20][CH2:19][CH2:18]2)[C:16]2[C:11](=[CH:12][CH:13]=[CH:14][CH:15]=2)[CH:10]=[CH:9][CH:8]=1.CO, predict the reaction product. The product is: [C:7]1([C:17]2([CH2:22][C:23]([NH2:1])=[NH:24])[CH2:21][CH2:20][CH2:19][CH2:18]2)[C:16]2[C:11](=[CH:12][CH:13]=[CH:14][CH:15]=2)[CH:10]=[CH:9][CH:8]=1.